Predict the reactants needed to synthesize the given product. From a dataset of Full USPTO retrosynthesis dataset with 1.9M reactions from patents (1976-2016). The reactants are: [CH3:1][C:2]1[CH:6]=[C:5]([NH2:7])[NH:4][N:3]=1.O.[N+:9]([CH:12]([CH:15]=O)[CH:13]=O)([O-:11])=[O:10].[Na].CC(O)=O. Given the product [CH3:1][C:2]1[C:6]2[C:5](=[N:7][CH:13]=[C:12]([N+:9]([O-:11])=[O:10])[CH:15]=2)[NH:4][N:3]=1, predict the reactants needed to synthesize it.